From a dataset of Reaction yield outcomes from USPTO patents with 853,638 reactions. Predict the reaction yield, written as a fraction of the theoretical maximum amount of product (1.0 means a 100% yield; for example, 0.34 means a 34% yield). (1) The reactants are O/[N:2]=[C:3](\[C:9](=O)[CH3:10])/[C:4]([O:6][CH2:7][CH3:8])=[O:5].Cl.[O:13]([C:15]#[N:16])[K]. The catalyst is CCO.O.[Pd]. The product is [CH3:10][C:9]1[NH:16][C:15](=[O:13])[NH:2][C:3]=1[C:4]([O:6][CH2:7][CH3:8])=[O:5]. The yield is 0.190. (2) The reactants are [F:1][CH2:2][CH2:3][O:4][C:5]1[CH:6]=[C:7]([CH:11]=[CH:12][C:13]=1[O:14][CH3:15])[C:8](=[S:10])[NH2:9].Br[CH:17]([CH3:25])[C:18](=O)[C:19]([O:21][CH2:22][CH3:23])=[O:20]. The catalyst is C(O)C. The product is [F:1][CH2:2][CH2:3][O:4][C:5]1[CH:6]=[C:7]([C:8]2[S:10][C:17]([CH3:25])=[C:18]([C:19]([O:21][CH2:22][CH3:23])=[O:20])[N:9]=2)[CH:11]=[CH:12][C:13]=1[O:14][CH3:15]. The yield is 0.650. (3) The reactants are [CH2:1]([NH:8][C:9]([C:11]1[S:15][C:14]([N:16]2[CH:20](O)[CH2:19][N:18]([CH2:22][C:23]3[CH:28]=[CH:27][C:26]([F:29])=[CH:25][CH:24]=3)[C:17]2=[O:30])=[N:13][C:12]=1[CH3:31])=[O:10])[C:2]1[CH:7]=[CH:6][CH:5]=[CH:4][CH:3]=1.FC(F)(F)C(O)=O. The catalyst is C(Cl)(Cl)Cl. The product is [CH2:1]([NH:8][C:9]([C:11]1[S:15][C:14]([N:16]2[CH:20]=[CH:19][N:18]([CH2:22][C:23]3[CH:24]=[CH:25][C:26]([F:29])=[CH:27][CH:28]=3)[C:17]2=[O:30])=[N:13][C:12]=1[CH3:31])=[O:10])[C:2]1[CH:7]=[CH:6][CH:5]=[CH:4][CH:3]=1. The yield is 0.640. (4) The reactants are [OH:1][CH2:2][C:3]1[S:7][C:6]([C:8]2[N:9](COC)[C:10]3[C:15]([CH:16]=2)=[CH:14][CH:13]=[CH:12][C:11]=3[N:17]([CH3:26])[S:18]([C:21]2[S:22][CH:23]=[CH:24][CH:25]=2)(=[O:20])=[O:19])=[N:5][CH:4]=1.Cl.C(=O)(O)[O-].[Na+]. The catalyst is C(O)C. The product is [OH:1][CH2:2][C:3]1[S:7][C:6]([C:8]2[NH:9][C:10]3[C:15]([CH:16]=2)=[CH:14][CH:13]=[CH:12][C:11]=3[N:17]([CH3:26])[S:18]([C:21]2[S:22][CH:23]=[CH:24][CH:25]=2)(=[O:20])=[O:19])=[N:5][CH:4]=1. The yield is 0.500. (5) The reactants are [CH3:1][N:2]([CH2:13][C:14]#[CH:15])[C@@H:3]([CH2:6][C:7]1[CH:12]=[CH:11][CH:10]=[CH:9][CH:8]=1)[CH2:4][OH:5].[Br:16][C:17]1[CH:22]=[CH:21][C:20]([S:23](Cl)(=[O:25])=[O:24])=[CH:19][CH:18]=1. No catalyst specified. The product is [CH3:1][N:2]([CH2:13][C:14]#[CH:15])[C@@H:3]([CH2:6][C:7]1[CH:8]=[CH:9][CH:10]=[CH:11][CH:12]=1)[CH2:4][O:5][S:23]([C:20]1[CH:21]=[CH:22][C:17]([Br:16])=[CH:18][CH:19]=1)(=[O:25])=[O:24]. The yield is 0.470. (6) The reactants are C([BH3-])#N.[Na+].[F:5][C:6]1[CH:11]=[CH:10][C:9]([NH:12][CH:13]2[CH2:18][CH2:17][N:16]([C:19]([O:21][C:22]([CH3:25])([CH3:24])[CH3:23])=[O:20])[CH2:15][CH2:14]2)=[CH:8][CH:7]=1.[CH:26](=O)[CH3:27].C(=O)([O-])O.[Na+]. The catalyst is C(O)(=O)C.C(#N)C. The product is [CH2:26]([N:12]([C:9]1[CH:10]=[CH:11][C:6]([F:5])=[CH:7][CH:8]=1)[CH:13]1[CH2:14][CH2:15][N:16]([C:19]([O:21][C:22]([CH3:25])([CH3:24])[CH3:23])=[O:20])[CH2:17][CH2:18]1)[CH3:27]. The yield is 0.790. (7) The product is [CH2:17]([O:16][C:14](=[O:15])[C:13](=[O:19])[CH2:3][C:4]([C:6]1[CH:11]=[CH:10][CH:9]=[C:8]([Cl:12])[CH:7]=1)=[O:5])[CH3:18]. The yield is 0.670. The reactants are [H-].[Na+].[CH3:3][C:4]([C:6]1[CH:11]=[CH:10][CH:9]=[C:8]([Cl:12])[CH:7]=1)=[O:5].[C:13](OCC)(=[O:19])[C:14]([O:16][CH2:17][CH3:18])=[O:15].Cl. The catalyst is CN(C=O)C.C(OCC)(=O)C. (8) The reactants are [OH:1][C:2]1[CH:11]=[CH:10][C:5]([C:6]([O:8][CH3:9])=[O:7])=[CH:4][C:3]=1[CH:12]=C.[C:14]1(P([C:14]2[CH:19]=CC=[CH:16][CH:15]=2)[C:14]2[CH:19]=CC=[CH:16][CH:15]=2)[CH:19]=CC=[CH:16][CH:15]=1.CC([OH:37])C=C. The catalyst is C1COCC1. The product is [CH:12]([C:3]1[CH:4]=[C:5]([CH:10]=[CH:11][C:2]=1[O:1][CH:14]([CH3:19])[CH:15]=[CH2:16])[C:6]([O:8][CH3:9])=[O:7])=[O:37]. The yield is 0.690.